From a dataset of NCI-60 drug combinations with 297,098 pairs across 59 cell lines. Regression. Given two drug SMILES strings and cell line genomic features, predict the synergy score measuring deviation from expected non-interaction effect. (1) Drug 1: CC1C(C(CC(O1)OC2CC(CC3=C2C(=C4C(=C3O)C(=O)C5=C(C4=O)C(=CC=C5)OC)O)(C(=O)C)O)N)O.Cl. Drug 2: CC1=C(C(=CC=C1)Cl)NC(=O)C2=CN=C(S2)NC3=CC(=NC(=N3)C)N4CCN(CC4)CCO. Cell line: EKVX. Synergy scores: CSS=12.1, Synergy_ZIP=0.411, Synergy_Bliss=5.17, Synergy_Loewe=2.38, Synergy_HSA=5.43. (2) Drug 1: CN1CCC(CC1)COC2=C(C=C3C(=C2)N=CN=C3NC4=C(C=C(C=C4)Br)F)OC. Drug 2: CC12CCC3C(C1CCC2=O)CC(=C)C4=CC(=O)C=CC34C. Cell line: MDA-MB-231. Synergy scores: CSS=28.1, Synergy_ZIP=-1.41, Synergy_Bliss=-4.46, Synergy_Loewe=-8.27, Synergy_HSA=-3.18. (3) Drug 1: C1CCC(C1)C(CC#N)N2C=C(C=N2)C3=C4C=CNC4=NC=N3. Drug 2: C1=NC(=NC(=O)N1C2C(C(C(O2)CO)O)O)N. Cell line: HOP-92. Synergy scores: CSS=6.25, Synergy_ZIP=-1.77, Synergy_Bliss=1.40, Synergy_Loewe=1.52, Synergy_HSA=2.30. (4) Drug 1: CC1OCC2C(O1)C(C(C(O2)OC3C4COC(=O)C4C(C5=CC6=C(C=C35)OCO6)C7=CC(=C(C(=C7)OC)O)OC)O)O. Drug 2: CC=C1C(=O)NC(C(=O)OC2CC(=O)NC(C(=O)NC(CSSCCC=C2)C(=O)N1)C(C)C)C(C)C. Cell line: HOP-62. Synergy scores: CSS=72.4, Synergy_ZIP=-2.96, Synergy_Bliss=-0.593, Synergy_Loewe=-7.88, Synergy_HSA=3.81. (5) Drug 1: CN(C)N=NC1=C(NC=N1)C(=O)N. Drug 2: C(=O)(N)NO. Cell line: M14. Synergy scores: CSS=-6.60, Synergy_ZIP=4.55, Synergy_Bliss=-0.186, Synergy_Loewe=-4.54, Synergy_HSA=-5.90. (6) Drug 1: CCCCC(=O)OCC(=O)C1(CC(C2=C(C1)C(=C3C(=C2O)C(=O)C4=C(C3=O)C=CC=C4OC)O)OC5CC(C(C(O5)C)O)NC(=O)C(F)(F)F)O. Drug 2: CC1=C(C(=O)C2=C(C1=O)N3CC4C(C3(C2COC(=O)N)OC)N4)N. Cell line: SK-OV-3. Synergy scores: CSS=16.2, Synergy_ZIP=-4.98, Synergy_Bliss=-2.26, Synergy_Loewe=-9.37, Synergy_HSA=-1.56.